This data is from Full USPTO retrosynthesis dataset with 1.9M reactions from patents (1976-2016). The task is: Predict the reactants needed to synthesize the given product. Given the product [OH:8][C:6]1[N:28]=[C:23]2[CH:22]([CH3:21])[CH2:27][CH2:26][CH2:25][N:24]2[C:4](=[O:19])[C:5]=1[NH:11][C:12](=[O:18])[CH2:13][C:14]([CH3:15])([CH3:16])[CH3:17], predict the reactants needed to synthesize it. The reactants are: C(O[C:4](=[O:19])[CH:5]([NH:11][C:12](=[O:18])[CH2:13][C:14]([CH3:17])([CH3:16])[CH3:15])[C:6]([O:8]CC)=O)C.Cl.[CH3:21][CH:22]1[CH2:27][CH2:26][CH2:25][NH:24][C:23]1=[NH:28].CC(C)([O-])C.[Na+].